Dataset: Forward reaction prediction with 1.9M reactions from USPTO patents (1976-2016). Task: Predict the product of the given reaction. (1) Given the reactants C(OC(=O)[N:7]([C:12]1[C:16]2[CH:17]=[C:18]([CH2:21][O:22][C:23]3[CH:28]=[CH:27][C:26]([C:29]4[CH:34]=[C:33]([F:35])[C:32]([F:36])=[CH:31][C:30]=4[O:37][CH3:38])=[CH:25][CH:24]=3)[CH:19]=[CH:20][C:15]=2[O:14][N:13]=1)[CH2:8][CH2:9][O:10][CH3:11])(C)(C)C.ClCCl.FC(F)(F)C(O)=O, predict the reaction product. The product is: [F:36][C:32]1[C:33]([F:35])=[CH:34][C:29]([C:26]2[CH:25]=[CH:24][C:23]([O:22][CH2:21][C:18]3[CH:19]=[CH:20][C:15]4[O:14][N:13]=[C:12]([NH:7][CH2:8][CH2:9][O:10][CH3:11])[C:16]=4[CH:17]=3)=[CH:28][CH:27]=2)=[C:30]([O:37][CH3:38])[CH:31]=1. (2) Given the reactants Br[C:2]1[N:6]2[N:7]=[C:8]([NH:11][CH2:12][C@@H:13]3[CH2:17][CH2:16][CH2:15][N:14]3[C:18]([O:20][C:21]([CH3:24])([CH3:23])[CH3:22])=[O:19])[CH:9]=[CH:10][C:5]2=[N:4][CH:3]=1.[CH2:25]([Zn]CC)[CH3:26].CC(C[AlH]CC(C)C)C, predict the reaction product. The product is: [CH2:25]([C:2]1[N:6]2[N:7]=[C:8]([NH:11][CH2:12][C@@H:13]3[CH2:17][CH2:16][CH2:15][N:14]3[C:18]([O:20][C:21]([CH3:24])([CH3:23])[CH3:22])=[O:19])[CH:9]=[CH:10][C:5]2=[N:4][CH:3]=1)[CH3:26]. (3) Given the reactants Br[C:2]1[N:3]2[N:9]=[C:8]([O:10][CH3:11])[C:7]([NH:12][C:13](=[O:19])[O:14][C:15]([CH3:18])([CH3:17])[CH3:16])=[C:4]2[S:5][CH:6]=1.[CH:20]1([O:24][CH2:25][C:26]2[CH:31]=[C:30]([O:32][CH3:33])[C:29](B(O)O)=[C:28]([O:37][CH3:38])[CH:27]=2)[CH2:23][CH2:22][CH2:21]1.C(=O)([O-])[O-].[K+].[K+].C1(P(C2C=CC=CC=2)C2C=CC=CC=2)C=CC=CC=1, predict the reaction product. The product is: [CH:20]1([O:24][CH2:25][C:26]2[CH:27]=[C:28]([O:37][CH3:38])[C:29]([C:2]3[N:3]4[N:9]=[C:8]([O:10][CH3:11])[C:7]([NH:12][C:13](=[O:19])[O:14][C:15]([CH3:18])([CH3:17])[CH3:16])=[C:4]4[S:5][CH:6]=3)=[C:30]([O:32][CH3:33])[CH:31]=2)[CH2:23][CH2:22][CH2:21]1.